Dataset: Catalyst prediction with 721,799 reactions and 888 catalyst types from USPTO. Task: Predict which catalyst facilitates the given reaction. (1) Reactant: [OH:1][CH:2]([C:11]1[CH:16]=[CH:15][C:14]([C:17]2[N:21]=[C:20]([C:22]3[O:26][N:25]=[C:24]([C:27]4[CH:32]=[CH:31][CH:30]=[CH:29][CH:28]=4)[C:23]=3[C:33]([F:36])([F:35])[F:34])[O:19][N:18]=2)=[CH:13][CH:12]=1)[C:3]([NH:5][CH2:6][CH2:7][C:8](O)=[O:9])=[O:4].Cl.[F:38][C:39]1([F:43])[CH2:42][NH:41][CH2:40]1.CN1CCOCC1.CN(C(ON1N=NC2C=CC=NC1=2)=[N+](C)C)C.F[P-](F)(F)(F)(F)F. Product: [F:38][C:39]1([F:43])[CH2:42][N:41]([C:8](=[O:9])[CH2:7][CH2:6][NH:5][C:3](=[O:4])[CH:2]([OH:1])[C:11]2[CH:12]=[CH:13][C:14]([C:17]3[N:21]=[C:20]([C:22]4[O:26][N:25]=[C:24]([C:27]5[CH:28]=[CH:29][CH:30]=[CH:31][CH:32]=5)[C:23]=4[C:33]([F:35])([F:34])[F:36])[O:19][N:18]=3)=[CH:15][CH:16]=2)[CH2:40]1. The catalyst class is: 3. (2) Reactant: C([O:5][C:6]([CH:8]1[CH:12]([C:13]2[CH:18]=[CH:17][CH:16]=[C:15]([Cl:19])[CH:14]=2)[C:11]([C:22]2[CH:27]=[CH:26][C:25]([Cl:28])=[CH:24][CH:23]=2)([C:20]#[N:21])[CH:10]([CH:29]2[CH2:34][CH2:33][CH2:32][CH2:31][CH2:30]2)[NH:9]1)=[O:7])(C)(C)C.[F:35][C:36]([F:41])([F:40])[C:37]([OH:39])=[O:38]. Product: [F:35][C:36]([F:41])([F:40])[C:37]([OH:39])=[O:38].[Cl:19][C:15]1[CH:14]=[C:13]([CH:12]2[C:11]([C:22]3[CH:27]=[CH:26][C:25]([Cl:28])=[CH:24][CH:23]=3)([C:20]#[N:21])[CH:10]([CH:29]3[CH2:34][CH2:33][CH2:32][CH2:31][CH2:30]3)[NH:9][CH:8]2[C:6]([OH:7])=[O:5])[CH:18]=[CH:17][CH:16]=1. The catalyst class is: 4. (3) Reactant: [CH3:1][O:2][N:3]=[C:4]1[CH2:8][C@@H:7]([C:9]2[O:13][N:12]=[C:11]([CH:14]3[CH2:19][CH2:18][NH:17][CH2:16][CH2:15]3)[N:10]=2)[N:6]([C:20]([C:22]2[CH:27]=[CH:26][C:25]([C:28]3[CH:33]=[CH:32][CH:31]=[CH:30][CH:29]=3)=[CH:24][CH:23]=2)=[O:21])[CH2:5]1.C(N(CC)CC)C.[C:41](Cl)(=[O:43])[CH3:42].C(=O)([O-])[O-].[Na+].[Na+]. Product: [CH3:1][O:2][N:3]=[C:4]1[CH2:8][C@@H:7]([C:9]2[O:13][N:12]=[C:11]([CH:14]3[CH2:19][CH2:18][N:17]([C:41](=[O:43])[CH3:42])[CH2:16][CH2:15]3)[N:10]=2)[N:6]([C:20]([C:22]2[CH:23]=[CH:24][C:25]([C:28]3[CH:33]=[CH:32][CH:31]=[CH:30][CH:29]=3)=[CH:26][CH:27]=2)=[O:21])[CH2:5]1. The catalyst class is: 2. (4) Reactant: [CH:1]1([N:4]([CH2:26][C:27]2[CH:32]=[C:31]([CH2:33][CH2:34][CH2:35][O:36][CH3:37])[CH:30]=[C:29]([O:38][CH2:39][CH2:40][O:41][CH3:42])[CH:28]=2)[C:5]([C@@H:7]2[C@@:12]([OH:18])([C:13]3[S:14][CH:15]=[CH:16][N:17]=3)[CH2:11][CH2:10][N:9](C(OC(C)(C)C)=O)[CH2:8]2)=[O:6])[CH2:3][CH2:2]1.Cl. Product: [CH:1]1([N:4]([CH2:26][C:27]2[CH:32]=[C:31]([CH2:33][CH2:34][CH2:35][O:36][CH3:37])[CH:30]=[C:29]([O:38][CH2:39][CH2:40][O:41][CH3:42])[CH:28]=2)[C:5]([CH:7]2[C:12]([OH:18])([C:13]3[S:14][CH:15]=[CH:16][N:17]=3)[CH2:11][CH2:10][NH:9][CH2:8]2)=[O:6])[CH2:3][CH2:2]1. The catalyst class is: 2. (5) Reactant: [CH2:1]([O:3][C:4]([C@H:6]1[C@H:10]([CH2:11][NH:12][CH:13]([CH3:15])[CH3:14])[CH2:9][N:8]([C:16]([O:18][C:19]([CH3:22])([CH3:21])[CH3:20])=[O:17])[CH2:7]1)=[O:5])[CH3:2].[CH3:23][O:24][CH2:25][CH2:26][CH2:27][O:28][C:29]1[CH:30]=[C:31]([CH:35]=[CH:36][C:37]=1[O:38][CH3:39])[C:32](O)=[O:33].O=C1N(P(Cl)(N2CCOC2=O)=O)CCO1.C(N(CC)CC)C. Product: [CH2:1]([O:3][C:4]([C@H:6]1[C@H:10]([CH2:11][N:12]([CH:13]([CH3:14])[CH3:15])[C:32](=[O:33])[C:31]2[CH:35]=[CH:36][C:37]([O:38][CH3:39])=[C:29]([O:28][CH2:27][CH2:26][CH2:25][O:24][CH3:23])[CH:30]=2)[CH2:9][N:8]([C:16]([O:18][C:19]([CH3:22])([CH3:20])[CH3:21])=[O:17])[CH2:7]1)=[O:5])[CH3:2]. The catalyst class is: 2. (6) The catalyst class is: 50. Product: [C:1]([N:4]1[C:12]2[C:7](=[CH:8][C:9]([O:16][CH3:17])=[C:10]([NH2:13])[CH:11]=2)[CH2:6][CH2:5]1)(=[O:3])[CH3:2]. Reactant: [C:1]([N:4]1[C:12]2[C:7](=[CH:8][C:9]([O:16][CH3:17])=[C:10]([N+:13]([O-])=O)[CH:11]=2)[CH2:6][CH2:5]1)(=[O:3])[CH3:2]. (7) Product: [CH3:1][C:2](=[CH2:10])[CH2:3][CH2:4][CH2:5][CH2:6][C:7]([Cl:14])=[O:8]. Reactant: [CH3:1][C:2](=[CH2:10])[CH2:3][CH2:4][CH2:5][CH2:6][C:7](O)=[O:8].C(Cl)(=O)C([Cl:14])=O. The catalyst class is: 48. (8) Reactant: [CH:1]1([C:4]([N:6]2[CH2:10][CH2:9][C@@H:8]([CH2:11][NH:12][C:13]3[CH:18]=[CH:17][C:16]([O:19][CH3:20])=[CH:15][C:14]=3[N+:21]([O-])=O)[CH2:7]2)=[O:5])[CH2:3][CH2:2]1. Product: [CH:1]1([C:4]([N:6]2[CH2:10][CH2:9][C@@H:8]([CH2:11][NH:12][C:13]3[C:14]([NH2:21])=[CH:15][C:16]([O:19][CH3:20])=[CH:17][CH:18]=3)[CH2:7]2)=[O:5])[CH2:3][CH2:2]1. The catalyst class is: 29. (9) Reactant: [CH3:1][C:2]1[C:7]([N+:8]([O-])=O)=[CH:6][N:5]=[C:4]([C:11]2[CH:12]=[N:13][CH:14]=[CH:15][CH:16]=2)[CH:3]=1.[H][H]. Product: [CH3:1][C:2]1[C:7]([NH2:8])=[CH:6][N:5]=[C:4]([C:11]2[CH:12]=[N:13][CH:14]=[CH:15][CH:16]=2)[CH:3]=1. The catalyst class is: 43. (10) Reactant: [F:1][C:2]1[N:7]=[C:6]([N:8]2[CH2:13][CH2:12][N:11]([CH2:14][CH2:15][CH2:16][CH2:17][NH2:18])[CH2:10][CH2:9]2)[CH:5]=[CH:4][CH:3]=1.C(N(CC)CC)C.[CH:26]1([CH2:32][S:33](Cl)(=[O:35])=[O:34])[CH2:31][CH2:30][CH2:29][CH2:28][CH2:27]1. Product: [CH:26]1([CH2:32][S:33]([NH:18][CH2:17][CH2:16][CH2:15][CH2:14][N:11]2[CH2:12][CH2:13][N:8]([C:6]3[CH:5]=[CH:4][CH:3]=[C:2]([F:1])[N:7]=3)[CH2:9][CH2:10]2)(=[O:35])=[O:34])[CH2:31][CH2:30][CH2:29][CH2:28][CH2:27]1. The catalyst class is: 4.